Dataset: Catalyst prediction with 721,799 reactions and 888 catalyst types from USPTO. Task: Predict which catalyst facilitates the given reaction. (1) Reactant: [C:1]([O:5][C:6]([NH:8][C@H:9]([C:25]([N:27]1[CH2:31][CH2:30][CH2:29][C@H:28]1[C:32](=O)[NH2:33])=[O:26])[CH2:10][C:11]1[C:19]2[C:14](=[CH:15][CH:16]=[C:17]([O:20][S:21]([CH3:24])(=[O:23])=[O:22])[CH:18]=2)[NH:13][CH:12]=1)=[O:7])([CH3:4])([CH3:3])[CH3:2].N1C=CN=C1. Product: [C:1]([O:5][C:6]([NH:8][C@H:9]([C:25]([N:27]1[CH2:31][CH2:30][CH2:29][C@H:28]1[C:32]#[N:33])=[O:26])[CH2:10][C:11]1[C:19]2[C:14](=[CH:15][CH:16]=[C:17]([O:20][S:21]([CH3:24])(=[O:22])=[O:23])[CH:18]=2)[NH:13][CH:12]=1)=[O:7])([CH3:4])([CH3:2])[CH3:3]. The catalyst class is: 17. (2) Reactant: C[Si]([N-][Si](C)(C)C)(C)C.[Li+].[C:11]([O:15][C:16](=[O:41])[CH:17]([NH:29][S:30]([C:33]1[CH:38]=[CH:37][C:36]([O:39][CH3:40])=[CH:35][CH:34]=1)(=[O:32])=[O:31])[CH2:18][C:19]([O:21][CH2:22][C:23]1[CH:28]=[CH:27][CH:26]=[CH:25][CH:24]=1)=[O:20])([CH3:14])([CH3:13])[CH3:12].[CH2:42](I)[CH:43]=[CH2:44]. Product: [C:11]([O:15][C:16](=[O:41])[CH:17]([NH:29][S:30]([C:33]1[CH:38]=[CH:37][C:36]([O:39][CH3:40])=[CH:35][CH:34]=1)(=[O:32])=[O:31])[CH:18]([CH2:44][CH:43]=[CH2:42])[C:19]([O:21][CH2:22][C:23]1[CH:28]=[CH:27][CH:26]=[CH:25][CH:24]=1)=[O:20])([CH3:13])([CH3:14])[CH3:12]. The catalyst class is: 7.